From a dataset of Forward reaction prediction with 1.9M reactions from USPTO patents (1976-2016). Predict the product of the given reaction. Given the reactants [N-]=C=O.[N:4]([CH2:7][CH:8]1[CH2:13][CH2:12][CH2:11][CH:10]([CH2:14][N:15]=C=O)[CH2:9]1)=C=O.N(CC1CCC(CN=C=O)CC1)=C=O, predict the reaction product. The product is: [NH2:4][CH2:7][CH:8]1[CH2:13][CH2:12][CH2:11][CH:10]([CH2:14][NH2:15])[CH2:9]1.